This data is from Forward reaction prediction with 1.9M reactions from USPTO patents (1976-2016). The task is: Predict the product of the given reaction. (1) Given the reactants CSC.B.[NH2:5][C@H:6]1[CH2:11][CH2:10][C@H:9]([CH:12]2[O:25][C:24]3[C:23]4[C:18](=[CH:19][CH:20]=[C:21]([O:26][CH3:27])[N:22]=4)[N:17]=[CH:16][C:15]=3[NH:14][C:13]2=O)[CH2:8][CH2:7]1.ClCCl.CO, predict the reaction product. The product is: [CH3:27][O:26][C:21]1[N:22]=[C:23]2[C:18](=[CH:19][CH:20]=1)[N:17]=[CH:16][C:15]1[NH:14][CH2:13][CH:12]([C@H:9]3[CH2:10][CH2:11][C@H:6]([NH2:5])[CH2:7][CH2:8]3)[O:25][C:24]2=1. (2) Given the reactants [NH2:1][C:2]1[CH:11]=[C:10]2[C:5]([C:6](=O)[CH:7]=[C:8]([C:12]([O:14][CH2:15][CH3:16])=[O:13])[O:9]2)=[CH:4][CH:3]=1, predict the reaction product. The product is: [NH2:1][C:2]1[CH:11]=[C:10]2[C:5]([CH2:6][CH2:7][CH:8]([C:12]([O:14][CH2:15][CH3:16])=[O:13])[O:9]2)=[CH:4][CH:3]=1. (3) Given the reactants [CH2:1]([O:3][C:4]([C:6]1[NH:7][C:8]2[C:13]([CH:14]=1)=[C:12]([Cl:15])[CH:11]=[CH:10][C:9]=2[F:16])=[O:5])[CH3:2].[C:17]([O:21][C:22]([N:24]1[CH2:28][C@H:27]([CH3:29])OS1(=O)=O)=[O:23])([CH3:20])([CH3:19])[CH3:18], predict the reaction product. The product is: [CH2:1]([O:3][C:4]([C:6]1[N:7]([C@H:27]([CH3:29])[CH2:28][NH:24][C:22]([O:21][C:17]([CH3:20])([CH3:19])[CH3:18])=[O:23])[C:8]2[C:13]([CH:14]=1)=[C:12]([Cl:15])[CH:11]=[CH:10][C:9]=2[F:16])=[O:5])[CH3:2]. (4) Given the reactants Br[C:2]1[CH:7]=[CH:6][C:5]([CH:8]([N:10]2[CH2:15][CH2:14][N:13]([S:16]([CH3:19])(=[O:18])=[O:17])[CH2:12][CH2:11]2)[CH3:9])=[CH:4][CH:3]=1.[CH3:20][C:21]1([CH3:37])[C:25]([CH3:27])([CH3:26])[O:24][B:23]([B:23]2[O:24][C:25]([CH3:27])([CH3:26])[C:21]([CH3:37])([CH3:20])[O:22]2)[O:22]1.CC([O-])=O.[K+], predict the reaction product. The product is: [CH3:19][S:16]([N:13]1[CH2:14][CH2:15][N:10]([CH:8]([C:5]2[CH:6]=[CH:7][C:2]([B:23]3[O:24][C:25]([CH3:27])([CH3:26])[C:21]([CH3:37])([CH3:20])[O:22]3)=[CH:3][CH:4]=2)[CH3:9])[CH2:11][CH2:12]1)(=[O:18])=[O:17]. (5) Given the reactants Cl[C:2]1[C:7]([C:8]#[N:9])=[CH:6][N:5]=[C:4]([S:10][CH3:11])[N:3]=1.CCN(C(C)C)C(C)C.[NH2:21][CH:22]1[CH2:27][CH2:26][CH:25]([OH:28])[C:24]([CH3:30])([CH3:29])[CH2:23]1, predict the reaction product. The product is: [OH:28][C@@H:25]1[CH2:26][CH2:27][C@H:22]([NH:21][C:2]2[C:7]([C:8]#[N:9])=[CH:6][N:5]=[C:4]([S:10][CH3:11])[N:3]=2)[CH2:23][C:24]1([CH3:30])[CH3:29]. (6) Given the reactants B.C1COCC1.[Br:7][C:8]1[CH:9]=[CH:10][C:11]([F:17])=[C:12]([CH:16]=1)[C:13](O)=[O:14], predict the reaction product. The product is: [Br:7][C:8]1[CH:9]=[CH:10][C:11]([F:17])=[C:12]([CH2:13][OH:14])[CH:16]=1.